This data is from Reaction yield outcomes from USPTO patents with 853,638 reactions. The task is: Predict the reaction yield, written as a fraction of the theoretical maximum amount of product (1.0 means a 100% yield; for example, 0.34 means a 34% yield). (1) The reactants are [N:1]1([C:7]([C:9]2[S:10][CH:11]=[CH:12][CH:13]=2)=[O:8])[CH2:6][CH2:5][NH:4][CH2:3][CH2:2]1.C1([NH:20][C:21]([C:23]2[C:24](=[O:36])[N:25]([CH3:35])[C:26]3[C:31]([C:32]=2O)=[CH:30][C:29]([CH3:34])=[CH:28][CH:27]=3)=O)CCCCC1. The yield is 0.770. The product is [CH2:35]([N:25]1[C:26]2[C:31](=[CH:30][C:29]([CH3:34])=[CH:28][CH:27]=2)[C:32]([N:4]2[CH2:5][CH2:6][N:1]([C:7]([C:9]3[S:10][CH:11]=[CH:12][CH:13]=3)=[O:8])[CH2:2][CH2:3]2)=[C:23]([C:21]#[N:20])[C:24]1=[O:36])[C:26]1[CH:31]=[CH:30][CH:29]=[CH:28][CH:27]=1. The catalyst is C1(C)C=CC=CC=1. (2) The reactants are [F:1][C:2]1[CH:3]=[C:4]([OH:8])[CH:5]=[CH:6][CH:7]=1.[OH-:9].[K+].[CH2:11]=O.Cl. The catalyst is O. The product is [F:1][C:2]1[CH:3]=[C:4]([OH:8])[CH:5]=[CH:6][C:7]=1[CH2:11][OH:9]. The yield is 0.0800. (3) The reactants are [OH:1][C:2]1[C:6]([CH3:8])([CH3:7])[O:5][C:4](=[O:9])[CH:3]=1.C(N(CC)CC)C.[O:17](S(C(F)(F)F)(=O)=O)[S:18]([C:21]([F:24])([F:23])[F:22])(=O)=[O:19]. The catalyst is C(Cl)Cl. The product is [F:22][C:21]([F:24])([F:23])[S:18]([O:1][C:2]1[C:6]([CH3:8])([CH3:7])[O:5][C:4](=[O:9])[CH:3]=1)(=[O:19])=[O:17]. The yield is 0.890. (4) The reactants are I[C:2]1[C:10]2[C:5](=[CH:6][CH:7]=[C:8]([NH:11][C:12](=[O:24])[CH:13]([N:19]3[CH2:23][CH2:22][CH2:21][CH2:20]3)[C:14]3[CH:18]=[CH:17][S:16][CH:15]=3)[CH:9]=2)[NH:4][N:3]=1.CC1(C)C(C)(C)OB([C:33]2[CH:38]=[CH:37][C:36]([N:39]3[CH2:44][CH2:43][C:42](=[O:45])[CH2:41][CH2:40]3)=[CH:35][CH:34]=2)O1.C([O-])([O-])=O.[Na+].[Na+]. The catalyst is C1(C)C=CC=CC=1.CCO.CCOC(C)=O.C1C=CC([P]([Pd]([P](C2C=CC=CC=2)(C2C=CC=CC=2)C2C=CC=CC=2)([P](C2C=CC=CC=2)(C2C=CC=CC=2)C2C=CC=CC=2)[P](C2C=CC=CC=2)(C2C=CC=CC=2)C2C=CC=CC=2)(C2C=CC=CC=2)C2C=CC=CC=2)=CC=1. The product is [O:45]=[C:42]1[CH2:43][CH2:44][N:39]([C:36]2[CH:37]=[CH:38][C:33]([C:2]3[C:10]4[C:5](=[CH:6][CH:7]=[C:8]([NH:11][C:12](=[O:24])[CH:13]([N:19]5[CH2:23][CH2:22][CH2:21][CH2:20]5)[C:14]5[CH:18]=[CH:17][S:16][CH:15]=5)[CH:9]=4)[NH:4][N:3]=3)=[CH:34][CH:35]=2)[CH2:40][CH2:41]1. The yield is 0.390. (5) The reactants are [NH2:1][C@@H:2]([CH2:33][C:34]1[CH:39]=[CH:38][CH:37]=[CH:36][CH:35]=1)[C@@H:3]([OH:32])[CH2:4][C@@H:5]([NH:19][C:20]([C@@H:22]([NH:27][C:28](=[O:31])[O:29][CH3:30])[C:23]([CH3:26])([CH3:25])[CH3:24])=[O:21])[CH2:6][C:7]1[CH:12]=[CH:11][C:10]([C:13]2[CH:18]=[CH:17][CH:16]=[CH:15][N:14]=2)=[CH:9][CH:8]=1.[CH2:40]([N:47]([CH3:59])[C:48]([NH:50][C@@H:51]([C:55]([CH3:58])([CH3:57])[CH3:56])[C:52](O)=[O:53])=[O:49])[C:41]1[CH:46]=[CH:45][CH:44]=[CH:43][CH:42]=1.CCOP(ON1N=NC2C=CC=CC=2C1=O)(OCC)=O.C(N(CC)C(C)C)(C)C. The catalyst is C1COCC1. The product is [CH2:33]([C@H:2]([NH:1][C:52](=[O:53])[C@H:51]([C:55]([CH3:57])([CH3:56])[CH3:58])[NH:50][C:48](=[O:49])[N:47]([CH3:59])[CH2:40][C:41]1[CH:46]=[CH:45][CH:44]=[CH:43][CH:42]=1)[C@@H:3]([OH:32])[CH2:4][C@H:5]([CH2:6][C:7]1[CH:12]=[CH:11][C:10]([C:13]2[CH:18]=[CH:17][CH:16]=[CH:15][N:14]=2)=[CH:9][CH:8]=1)[NH:19][C:20](=[O:21])[C@@H:22]([NH:27][C:28](=[O:31])[O:29][CH3:30])[C:23]([CH3:26])([CH3:25])[CH3:24])[C:34]1[CH:35]=[CH:36][CH:37]=[CH:38][CH:39]=1. The yield is 0.570.